Predict the reactants needed to synthesize the given product. From a dataset of Full USPTO retrosynthesis dataset with 1.9M reactions from patents (1976-2016). (1) Given the product [Si:20]([O:21][C@@H:22]1[C:30]2[C:25](=[C:26]([C:2]3[S:6][C:5]([C:7]4[CH:8]=[CH:9][C:10]([F:15])=[C:11]([CH:14]=4)[C:12]#[N:13])=[N:4][N:3]=3)[CH:27]=[CH:28][CH:29]=2)[CH2:24][CH2:23]1)([C:16]([CH3:19])([CH3:18])[CH3:17])([CH3:41])[CH3:40], predict the reactants needed to synthesize it. The reactants are: Br[C:2]1[S:6][C:5]([C:7]2[CH:8]=[CH:9][C:10]([F:15])=[C:11]([CH:14]=2)[C:12]#[N:13])=[N:4][N:3]=1.[C:16]([Si:20]([CH3:41])([CH3:40])[O:21][C@@H:22]1[C:30]2[C:25](=[C:26](B3OC(C)(C)C(C)(C)O3)[CH:27]=[CH:28][CH:29]=2)[CH2:24][CH2:23]1)([CH3:19])([CH3:18])[CH3:17].C(=O)([O-])[O-].[K+].[K+]. (2) Given the product [CH3:25][O:24][C:21]1[CH:22]=[CH:23][C:18]2[N:17]([C:14]3[CH:13]=[CH:12][C:11]4[C:16](=[C:7]([OH:6])[CH:8]=[CH:9][CH:10]=4)[N:15]=3)[CH:29]=[N:26][C:19]=2[CH:20]=1, predict the reactants needed to synthesize it. The reactants are: C([Si](C)(C)[O:6][C:7]1[CH:8]=[CH:9][CH:10]=[C:11]2[C:16]=1[N:15]=[C:14]([NH:17][C:18]1[C:19]([NH2:26])=[CH:20][C:21]([O:24][CH3:25])=[CH:22][CH:23]=1)[CH:13]=[CH:12]2)(C)(C)C.[C:29](O)(=O)C.C(N)=N. (3) Given the product [C:54]([OH:59])(=[O:58])[C:55]([OH:57])=[O:56].[Cl:1][C:2]1[CH:3]=[C:4]2[C:8](=[CH:9][CH:10]=1)[C@@H:7]([O:11][C:12]1[C:20]3[N:19]=[C:18]([CH3:24])[N:17]([CH3:25])[C:16]=3[CH:15]=[C:14]([C:42]([N:43]([CH3:45])[CH3:44])=[O:41])[CH:13]=1)[C@H:6]([OH:26])[CH2:5]2, predict the reactants needed to synthesize it. The reactants are: [Cl:1][C:2]1[CH:3]=[C:4]2[C:8](=[CH:9][CH:10]=1)[C@@H:7]([O:11][C:12]1[C:20]3[NH:19][C:18]([CH3:24])(C(O)=O)[N:17]([CH3:25])[C:16]=3[CH:15]=[CH:14][CH:13]=1)[C@H:6]([OH:26])[CH2:5]2.F[B-](F)(F)F.N1([O:41][C:42](N(C)C)=[N+:43]([CH3:45])[CH3:44])C2C=CC=CC=2N=N1.CNC.O.O.[C:54]([OH:59])(=[O:58])[C:55]([OH:57])=[O:56].